Dataset: Catalyst prediction with 721,799 reactions and 888 catalyst types from USPTO. Task: Predict which catalyst facilitates the given reaction. (1) Reactant: [CH3:1][O:2][C:3]1([C:21]2[CH:26]=[CH:25][CH:24]=[CH:23][C:22]=2[CH3:27])[CH2:8][CH2:7][C:6]2[C:9]([C:18]([OH:20])=O)=[CH:10][C:11]3[N:12]([CH3:17])[C:13]([CH3:16])=[N:14][C:15]=3[C:5]=2[O:4]1.CC[N:30]([CH:34]([CH3:36])C)[CH:31](C)C.CN(C(ON1N=NC2C=CC=CC1=2)=[N+](C)C)C.[B-](F)(F)(F)F.N1CCC1.[Cl-].[NH4+]. The catalyst class is: 3. Product: [N:30]1([C:18]([C:9]2[C:6]3[CH2:7][CH2:8][C:3]([O:2][CH3:1])([C:21]4[CH:26]=[CH:25][CH:24]=[CH:23][C:22]=4[CH3:27])[O:4][C:5]=3[C:15]3[N:14]=[C:13]([CH3:16])[N:12]([CH3:17])[C:11]=3[CH:10]=2)=[O:20])[CH2:31][CH2:36][CH2:34]1. (2) Product: [NH2:1][C:2]1[CH:7]=[CH:6][CH:5]=[CH:4][C:3]=1[NH:8][C:9](=[O:28])[C:10]1[CH:15]=[CH:14][C:13]([CH2:16][NH:17][C:18](=[O:27])[C:19]2[CH:24]=[CH:23][CH:22]=[C:21]([C:29]3[CH:34]=[CH:33][CH:32]=[CH:31][CH:30]=3)[C:20]=2[CH3:26])=[CH:12][CH:11]=1. Reactant: [NH2:1][C:2]1[CH:7]=[CH:6][CH:5]=[CH:4][C:3]=1[NH:8][C:9](=[O:28])[C:10]1[CH:15]=[CH:14][C:13]([CH2:16][NH:17][C:18](=[O:27])[C:19]2[CH:24]=[CH:23][CH:22]=[C:21](Br)[C:20]=2[CH3:26])=[CH:12][CH:11]=1.[C:29]1(B(O)O)[CH:34]=[CH:33][CH:32]=[CH:31][CH:30]=1.C(=O)(O)[O-].[Na+].C(OCC)(=O)C. The catalyst class is: 38. (3) Reactant: Br[C:2]1[CH:3]=[CH:4][C:5]2[CH:6]([CH:18]3[CH2:23][CH2:22][NH:21][CH2:20][CH2:19]3)[C:7]3[C:12]([O:13][C:14]=2[CH:15]=1)=[C:11]([O:16][CH3:17])[CH:10]=[CH:9][CH:8]=3.[N:24]1[CH:29]=[CH:28][CH:27]=[C:26](B(O)O)[CH:25]=1.C([O-])([O-])=O.[Na+].[Na+]. Product: [CH3:17][O:16][C:11]1[CH:10]=[CH:9][CH:8]=[C:7]2[C:12]=1[O:13][C:14]1[CH:15]=[C:2]([C:26]3[CH:25]=[N:24][CH:29]=[CH:28][CH:27]=3)[CH:3]=[CH:4][C:5]=1[CH:6]2[CH:18]1[CH2:23][CH2:22][NH:21][CH2:20][CH2:19]1. The catalyst class is: 140. (4) Reactant: [OH:1][C:2]1[CH:9]=[CH:8][C:7]([O:10][CH3:11])=[CH:6][C:3]=1[CH:4]=[O:5].C([O-])([O-])=O.[Cs+].[Cs+].[Na+].[I-].Cl[CH2:21][CH2:22][N:23]1[CH2:28][CH2:27][CH2:26][CH2:25][CH2:24]1.Cl. Product: [CH3:11][O:10][C:7]1[CH:8]=[CH:9][C:2]([O:1][CH2:21][CH2:22][N:23]2[CH2:28][CH2:27][CH2:26][CH2:25][CH2:24]2)=[C:3]([CH:6]=1)[CH:4]=[O:5]. The catalyst class is: 3. (5) Reactant: [Cl:1][C:2]1[CH:3]=[C:4]2[C:8](=[CH:9][CH:10]=1)[NH:7][C:6]([S:11]([N:14]1[CH2:19][C:18](=[O:20])[N:17]3[CH2:21][C:22]4([N:32]([CH3:33])[C:16]3([CH2:34][O:35][CH3:36])[CH2:15]1)[CH2:27][CH2:26][N:25]([C:28](=[O:31])[CH2:29][CH3:30])[CH2:24][CH2:23]4)(=[O:13])=[O:12])=[CH:5]2.C(O)(=O)C#C.CCN=C=NCCCN(C)C.Cl.O. Product: [Cl:1][C:2]1[CH:3]=[C:4]2[C:8](=[CH:9][CH:10]=1)[NH:7][C:6]([S:11]([N:14]1[CH2:19][C:18](=[O:20])[N:17]3[CH2:21][C:22]4([N:32]([CH3:33])[C:16]3([CH2:34][O:35][CH3:36])[CH2:15]1)[CH2:23][CH2:24][N:25]([C:28](=[O:31])[C:29]#[CH:30])[CH2:26][CH2:27]4)(=[O:12])=[O:13])=[CH:5]2. The catalyst class is: 2.